From a dataset of Reaction yield outcomes from USPTO patents with 853,638 reactions. Predict the reaction yield, written as a fraction of the theoretical maximum amount of product (1.0 means a 100% yield; for example, 0.34 means a 34% yield). (1) The reactants are [NH2:1][C:2]1[CH:7]=[CH:6][C:5]([N+:8]([O-:10])=[O:9])=[CH:4][C:3]=1[C:11]#[C:12][C:13]([CH3:19])([CH3:18])[C:14]([O:16][CH3:17])=[O:15].N1C=CC=CC=1.[C:26](Cl)(=[O:30])[CH2:27][CH2:28][CH3:29]. The catalyst is C(Cl)Cl. The product is [C:26]([NH:1][C:2]1[CH:7]=[CH:6][C:5]([N+:8]([O-:10])=[O:9])=[CH:4][C:3]=1[C:11]#[C:12][C:13]([CH3:19])([CH3:18])[C:14]([O:16][CH3:17])=[O:15])(=[O:30])[CH2:27][CH2:28][CH3:29]. The yield is 0.450. (2) The reactants are [CH3:1][O:2][CH2:3][CH:4]=O.C(O[BH-](OC(=O)C)OC(=O)C)(=O)C.[Na+].[CH3:20][O:21][C:22]1[CH:23]=[C:24]2[C:29](=[CH:30][C:31]=1[O:32][CH2:33][CH:34]1[CH2:39][CH2:38][NH:37][CH2:36][CH2:35]1)[N:28]=[CH:27][N:26]=[C:25]2[O:40][C:41]1[CH:42]=[C:43]2[C:47](=[CH:48][CH:49]=1)[NH:46][C:45]([CH3:50])=[CH:44]2.C(=O)([O-])O.[Na+]. The catalyst is C(Cl)Cl.CO. The product is [CH3:20][O:21][C:22]1[CH:23]=[C:24]2[C:29](=[CH:30][C:31]=1[O:32][CH2:33][CH:34]1[CH2:39][CH2:38][N:37]([CH2:4][CH2:3][O:2][CH3:1])[CH2:36][CH2:35]1)[N:28]=[CH:27][N:26]=[C:25]2[O:40][C:41]1[CH:42]=[C:43]2[C:47](=[CH:48][CH:49]=1)[NH:46][C:45]([CH3:50])=[CH:44]2. The yield is 0.470. (3) The reactants are [Br:1][C:2]1[CH:3]=[C:4]([C:9]([O:11][CH3:12])=[O:10])[CH:5]=[N:6][C:7]=1Br.O1CCC[CH2:14]1.C[Mg]Br. The catalyst is C1COCC1.C1(C)C=CC=CC=1.[Ni](Cl)Cl.C1(P(C2C=CC=CC=2)CCCP(C2C=CC=CC=2)C2C=CC=CC=2)C=CC=CC=1. The product is [Br:1][C:2]1[CH:3]=[C:4]([C:9]([O:11][CH3:12])=[O:10])[CH:5]=[N:6][C:7]=1[CH3:14]. The yield is 0.440. (4) The reactants are [Cl:1][C:2]1[N:3]=[C:4]([N:12]2[CH2:17][CH2:16][O:15][CH2:14][CH2:13]2)[C:5]2[S:10][CH:9]=[C:8]([CH3:11])[C:6]=2[N:7]=1.ClC1N=C(N2CCOCC2)C2SC=CC=2N=1.C(OC(C1SC=C(C)C=1N)=O)C.[Li]CCCC.[I:51]I. The catalyst is C1COCC1. The product is [Cl:1][C:2]1[N:3]=[C:4]([N:12]2[CH2:13][CH2:14][O:15][CH2:16][CH2:17]2)[C:5]2[S:10][C:9]([I:51])=[C:8]([CH3:11])[C:6]=2[N:7]=1. The yield is 0.840. (5) The yield is 0.940. The reactants are [F:1][C:2]1[CH:7]=[CH:6][CH:5]=[C:4]([F:8])[C:3]=1[C:9]1[S:10][CH:11]=[C:12]([C:14]([OH:16])=O)[N:13]=1.ClC(N(C)C)=C(C)C.[NH2:25][C:26]1[CH:27]=[N:28][C:29]2[C:34]([C:35]=1[N:36]1[CH2:41][CH2:40][CH2:39][C@H:38]([NH:42][C:43](=[O:49])[O:44][C:45]([CH3:48])([CH3:47])[CH3:46])[CH2:37]1)=[CH:33][CH:32]=[CH:31][CH:30]=2.N1C=CC=CC=1. The catalyst is C(Cl)Cl. The product is [F:8][C:4]1[CH:5]=[CH:6][CH:7]=[C:2]([F:1])[C:3]=1[C:9]1[S:10][CH:11]=[C:12]([C:14]([NH:25][C:26]2[CH:27]=[N:28][C:29]3[C:34]([C:35]=2[N:36]2[CH2:41][CH2:40][CH2:39][C@H:38]([NH:42][C:43](=[O:49])[O:44][C:45]([CH3:47])([CH3:46])[CH3:48])[CH2:37]2)=[CH:33][CH:32]=[CH:31][CH:30]=3)=[O:16])[N:13]=1. (6) The reactants are [CH3:1][S:2](Cl)(=[O:4])=[O:3].[C:6]([O:10][C:11]([N:13]1[CH2:18][CH2:17][C:16]([CH2:21][CH2:22][OH:23])([O:19][CH3:20])[CH2:15][CH2:14]1)=[O:12])([CH3:9])([CH3:8])[CH3:7].C(N(CC)C(C)C)(C)C. The catalyst is O1CCCC1. The product is [C:6]([O:10][C:11]([N:13]1[CH2:14][CH2:15][C:16]([CH2:21][CH2:22][O:23][S:2]([CH3:1])(=[O:4])=[O:3])([O:19][CH3:20])[CH2:17][CH2:18]1)=[O:12])([CH3:9])([CH3:8])[CH3:7]. The yield is 0.980. (7) The reactants are [CH2:1]([O:3][C:4](=[O:15])[CH2:5][C:6]1[N:11]=[C:10]([Cl:12])[CH:9]=[C:8]([O:13]C)[N:7]=1)[CH3:2].C(#N)C.[I-].[K+].C[Si](C)(C)Cl. The catalyst is O. The product is [CH2:1]([O:3][C:4](=[O:15])[CH2:5][C:6]1[NH:7][C:8](=[O:13])[CH:9]=[C:10]([Cl:12])[N:11]=1)[CH3:2]. The yield is 0.810. (8) The reactants are [Cl:1][C:2]1[C:11]2[C:10]([O:12][CH3:13])=[CH:9][CH:8]=[C:7]([S:14]([OH:17])(=[O:16])=O)[C:6]=2[CH:5]=[CH:4][N:3]=1.[C:18]([N:25]1[CH2:30][CH2:29][NH:28][CH2:27][CH2:26]1)([O:20][C:21]([CH3:24])([CH3:23])[CH3:22])=[O:19]. The catalyst is O=S(Cl)Cl.CN(C=O)C.C(Cl)Cl. The product is [C:21]([O:20][C:18]([N:25]1[CH2:30][CH2:29][N:28]([S:14]([C:7]2[C:6]3[CH:5]=[CH:4][N:3]=[C:2]([Cl:1])[C:11]=3[C:10]([O:12][CH3:13])=[CH:9][CH:8]=2)(=[O:16])=[O:17])[CH2:27][CH2:26]1)=[O:19])([CH3:24])([CH3:22])[CH3:23]. The yield is 0.510. (9) The reactants are [CH3:1][N:2]([CH2:5][C:6]([O:8][C:9]([CH3:12])([CH3:11])[CH3:10])=[O:7])[C:3]#[N:4].O1CCCC1.[NH2:18][OH:19]. The catalyst is O. The product is [OH:19][N:18]=[C:3]([NH2:4])[N:2]([CH2:5][C:6]([O:8][C:9]([CH3:11])([CH3:10])[CH3:12])=[O:7])[CH3:1]. The yield is 0.980. (10) The reactants are [CH2:1]([O:4][C:5]1[CH:6]=[C:7]([CH:10]=[CH:11][CH:12]=1)C=O)[C:2]#[CH:3].[NH:13]1[CH2:21][CH2:20][NH:19][CH2:18][CH2:17][NH:16][CH2:15][CH:14]1[CH2:22][NH2:23].[BH4-].[Na+].[CH2:26](O)C. No catalyst specified. The product is [NH:13]1[CH2:21][CH2:20][NH:19][CH2:18][CH2:17][NH:16][CH2:15][CH:14]1[CH2:22][NH:23][CH2:26][C:10]1[CH:11]=[CH:12][C:5]([O:4][CH2:1][C:2]#[CH:3])=[CH:6][CH:7]=1. The yield is 0.680.